From a dataset of Full USPTO retrosynthesis dataset with 1.9M reactions from patents (1976-2016). Predict the reactants needed to synthesize the given product. Given the product [C:14]1([CH:13]2[O:1][CH2:2][C:3]3[CH:4]=[C:5]([CH2:11][OH:12])[CH:6]=[CH:7][C:8]=3[CH2:9][O:10]2)[CH:19]=[CH:18][CH:17]=[CH:16][CH:15]=1, predict the reactants needed to synthesize it. The reactants are: [OH:1][CH2:2][C:3]1[CH:4]=[C:5]([CH2:11][OH:12])[CH:6]=[CH:7][C:8]=1[CH2:9][OH:10].[CH:13](=O)[C:14]1[CH:19]=[CH:18][CH:17]=[CH:16][CH:15]=1.O.[O-2].[O-2].[O-2].O=[Si]=O.O=[Si]=O.O=[Si]=O.O=[Si]=O.[Al+3].[Al+3].